From a dataset of Full USPTO retrosynthesis dataset with 1.9M reactions from patents (1976-2016). Predict the reactants needed to synthesize the given product. (1) Given the product [Br:1][CH2:49][CH2:50][CH2:51][CH2:52][CH2:53][CH2:54][O:55][CH2:56][CH2:57][CH2:58][CH2:59][C:60]1[CH:65]=[CH:64][C:63]([N:66]([CH3:101])[C:67]([C:69]2[CH:70]=[C:71]([S:75]([C:78]3[CH:79]=[C:80]4[C:85](=[C:86]([CH3:88])[CH:87]=3)[N:84]=[CH:83][C:82]([C:89]([NH2:91])=[O:90])=[C:81]4[NH:92][C:93]3[CH:98]=[CH:97][CH:96]=[C:95]([O:99][CH3:100])[CH:94]=3)(=[O:77])=[O:76])[CH:72]=[CH:73][CH:74]=2)=[O:68])=[CH:62][CH:61]=1, predict the reactants needed to synthesize it. The reactants are: [Br:1]CCCC#CC1C=C(NC(C2C=C(S(C3C=C4C(=C(C)C=3)N=CC(C(N)=O)=C4NC3C=CC=C(OC)C=3)(=O)=O)C=CC=2)=O)C=CC=1.O[CH2:49][CH2:50][CH2:51][CH2:52][CH2:53][CH2:54][O:55][CH2:56][CH2:57][CH2:58][CH2:59][C:60]1[CH:65]=[CH:64][C:63]([N:66]([CH3:101])[C:67]([C:69]2[CH:70]=[C:71]([S:75]([C:78]3[CH:79]=[C:80]4[C:85](=[C:86]([CH3:88])[CH:87]=3)[N:84]=[CH:83][C:82]([C:89]([NH2:91])=[O:90])=[C:81]4[NH:92][C:93]3[CH:98]=[CH:97][CH:96]=[C:95]([O:99][CH3:100])[CH:94]=3)(=[O:77])=[O:76])[CH:72]=[CH:73][CH:74]=2)=[O:68])=[CH:62][CH:61]=1. (2) The reactants are: [Li+].CC([N-]C(C)C)C.C1COCC1.C1CCCCC1.[CH3:20][CH:21]([C:23](=[O:27])[CH:24]([CH3:26])[CH3:25])[CH3:22].[CH3:28][C:29](=[C:32]([CH3:34])[CH3:33])[CH2:30]Br.[Br-].Cl. Given the product [CH3:20][CH:21]([C:23](=[O:27])[C:24]([CH3:26])([CH3:25])[CH2:30][C:29]([CH3:28])=[C:32]([CH3:34])[CH3:33])[CH3:22], predict the reactants needed to synthesize it.